This data is from Human Reference Interactome with 51,813 positive PPI pairs across 8,248 proteins, plus equal number of experimentally-validated negative pairs. The task is: Binary Classification. Given two protein amino acid sequences, predict whether they physically interact or not. (1) Protein 1 (ENSG00000182793) has sequence MAEKPKLHYSNARGSMESIRWLLAAAGVELEEKFLESAEDLDKLRNDGSLLFQQVPMVEIDGMKLVQTRAILNYIASKYNLYGKDMKERALIDMYTEGIVDLTEMILLLLICQPEERDAKTALVKEKIKNRYFPAFEKVLKSHRQDYLVGNKLSWADIHLVELFYYVEELDSSLISSFPLLKALKTRISNLPTVKKFLQPGSQRKPPMDEKSLEEARKIFRF*. Protein 2 (ENSG00000244067) has sequence MAEKPKLHYSNIRGRMESIRWLLAAAGVEFEEKFIKSAEDLDKLRNDGYLMFQQVPMVEIDGMKLVQTRAILNYIASKYNLYGKDIKEKALIDMYIEGIADLGEMILLLPFSQPEEQDAKLALIQEKTKNRYFPAFEKVLKSHGQDYLVGNKLSRADIHLVELLYYVEELDSSLISSFPLLKALKTRISNLPTVKKFLQPGSPRKPPMDEKSLEESRKIFRF*. Result: 1 (the proteins interact). (2) Protein 1 (ENSG00000104388) has sequence MAYAYLFKYIIIGDTGVGKSCLLLQFTDKRFQPVHDLTIGVEFGARMITIDGKQIKLQIWDTAGQESFRSITRSYYRGAAGALLVYDITRRDTFNHLTTWLEDARQHSNSNMVIMLIGNKSDLESRREVKKEEGEAFAREHGLIFMETSAKTASNVEEAFINTAKEIYEKIQEGVFDINNEANGIKIGPQHAATNATHAGNQGGQQAGGGCC*XRDTFNHLTTWLEDARQHSNSNMVIMLIGNKSDLESRREVKKEEGEAFAREHGLIFMETSAKTASNVEEAFINTAKEIYEKIQEGVF.... Protein 2 (ENSG00000141682) has sequence MPGKKARKNAQPSPARAPAGPAGTAGTARDQAGFAIGMQLRFTRGKKLLSSSLSSSPLALPRGHEEQVQVAGSRVCYSTQEIWRQTELPAETSESDIQTLLLRNLTASKTCMRGLLQKSFLRRCTFHQFEERLHCN*MPGKKARKNAQPSPARAPAELEVECATQLRRFGDKLNFRQKLLNLISKLFCSGT*. Result: 1 (the proteins interact).